From a dataset of Peptide-MHC class II binding affinity with 134,281 pairs from IEDB. Regression. Given a peptide amino acid sequence and an MHC pseudo amino acid sequence, predict their binding affinity value. This is MHC class II binding data. (1) The peptide sequence is GGRLAFQEFMIVPCE. The MHC is DRB1_0901 with pseudo-sequence DRB1_0901. The binding affinity (normalized) is 0.384. (2) The peptide sequence is DVKFPGGGIIVGGVY. The MHC is HLA-DQA10501-DQB10301 with pseudo-sequence HLA-DQA10501-DQB10301. The binding affinity (normalized) is 0.717.